Dataset: Forward reaction prediction with 1.9M reactions from USPTO patents (1976-2016). Task: Predict the product of the given reaction. (1) Given the reactants [I-].[CH3:2][S+](C)(C)=O.[H-].[Na+].[N:9]1[CH:14]=[CH:13][CH:12]=[C:11](/[CH:15]=[CH:16]/[C:17]([O:19][CH2:20][CH3:21])=[O:18])[CH:10]=1, predict the reaction product. The product is: [N:9]1[CH:14]=[CH:13][CH:12]=[C:11]([C@@H:15]2[CH2:2][C@H:16]2[C:17]([O:19][CH2:20][CH3:21])=[O:18])[CH:10]=1. (2) Given the reactants [CH:1]1([CH2:7][C@@H:8]([NH2:24])[CH2:9][N:10]2[CH2:15][CH2:14][N:13]([C:16]3[CH:21]=[CH:20][CH:19]=[CH:18][C:17]=3[O:22][CH3:23])[CH2:12][CH2:11]2)[CH2:6][CH2:5][CH2:4][CH2:3][CH2:2]1.C(N(CC)CC)C.[CH3:32][C:33]1([C:39](Cl)=[O:40])[CH2:38][CH2:37][CH2:36][CH2:35][CH2:34]1, predict the reaction product. The product is: [CH:1]1([CH2:7][C@@H:8]([NH:24][C:39]([C:33]2([CH3:32])[CH2:38][CH2:37][CH2:36][CH2:35][CH2:34]2)=[O:40])[CH2:9][N:10]2[CH2:15][CH2:14][N:13]([C:16]3[CH:21]=[CH:20][CH:19]=[CH:18][C:17]=3[O:22][CH3:23])[CH2:12][CH2:11]2)[CH2:6][CH2:5][CH2:4][CH2:3][CH2:2]1. (3) Given the reactants [Br:1][C:2]1[CH:7]=[CH:6][C:5]([C@@H:8]([NH:10][S@@](C(C)(C)C)=O)[CH3:9])=[CH:4][C:3]=1[CH3:17].C1(C2(CC(O)(C)C)OC(=O)N([C@H](C3C=CC(C4C=CN(C)C(=O)C=4)=CC=3)C)CC2)CC1, predict the reaction product. The product is: [Br:1][C:2]1[CH:7]=[CH:6][C:5]([C@@H:8]([NH2:10])[CH3:9])=[CH:4][C:3]=1[CH3:17]. (4) Given the reactants Cl[C:2]1[N:7]([CH2:8][CH3:9])[C:6](=[O:10])[N:5]([CH2:11][O:12][CH3:13])[C:4](=[O:14])[C:3]=1[CH:15]([CH3:17])[CH3:16].[C:18]([C:20]1[CH:21]=[C:22]([CH:26]=[C:27]([CH3:29])[CH:28]=1)[CH2:23][C:24]#[N:25])#[N:19].[H-].[Na+].[Cl-].[NH4+], predict the reaction product. The product is: [C:24]([CH:23]([C:2]1[N:7]([CH2:8][CH3:9])[C:6](=[O:10])[N:5]([CH2:11][O:12][CH3:13])[C:4](=[O:14])[C:3]=1[CH:15]([CH3:17])[CH3:16])[C:22]1[CH:21]=[C:20]([CH:28]=[C:27]([CH3:29])[CH:26]=1)[C:18]#[N:19])#[N:25]. (5) Given the reactants [CH2:1]([N:3]1[CH2:32][CH2:31][C:5]2([CH2:9][N:8]([CH2:10][CH2:11][C:12]3[CH:17]=[CH:16][C:15]([NH:18][C:19](=[O:30])[C:20]4[CH:25]=[CH:24][C:23](F)=[C:22]([N+:27]([O-:29])=[O:28])[CH:21]=4)=[CH:14][CH:13]=3)[CH2:7][CH2:6]2)[CH2:4]1)[CH3:2].[NH3:33], predict the reaction product. The product is: [NH2:33][C:23]1[CH:24]=[CH:25][C:20]([C:19]([NH:18][C:15]2[CH:14]=[CH:13][C:12]([CH2:11][CH2:10][N:8]3[CH2:7][CH2:6][C:5]4([CH2:31][CH2:32][N:3]([CH2:1][CH3:2])[CH2:4]4)[CH2:9]3)=[CH:17][CH:16]=2)=[O:30])=[CH:21][C:22]=1[N+:27]([O-:29])=[O:28]. (6) Given the reactants Cl.[Br:2][C:3]1[C:4]([O:10][C@H:11]([CH3:15])[C@H:12]([OH:14])[CH3:13])=[N:5][C:6](Cl)=[N:7][CH:8]=1.[N+:16]([C:19]1[CH:25]=[CH:24][C:22]([NH2:23])=[CH:21][CH:20]=1)([O-:18])=[O:17].C(N(CC)CC)C, predict the reaction product. The product is: [Br:2][C:3]1[C:4]([O:10][C@H:11]([CH3:15])[C@H:12]([OH:14])[CH3:13])=[N:5][C:6]([NH:23][C:22]2[CH:24]=[CH:25][C:19]([N+:16]([O-:18])=[O:17])=[CH:20][CH:21]=2)=[N:7][CH:8]=1. (7) Given the reactants [CH2:1]([O:8][C:9]([NH:11][C:12]1[CH:16]=[CH:15][S:14][C:13]=1[C:17]([OH:19])=O)=[O:10])[C:2]1[CH:7]=[CH:6][CH:5]=[CH:4][CH:3]=1.[CH3:20][C:21]1[O:25][N:24]=[C:23]([NH2:26])[CH:22]=1, predict the reaction product. The product is: [CH2:1]([O:8][C:9](=[O:10])[NH:11][C:12]1[CH:16]=[CH:15][S:14][C:13]=1[C:17]([NH:26][C:23]1[CH:22]=[C:21]([CH3:20])[O:25][N:24]=1)=[O:19])[C:2]1[CH:3]=[CH:4][CH:5]=[CH:6][CH:7]=1.